From a dataset of Forward reaction prediction with 1.9M reactions from USPTO patents (1976-2016). Predict the product of the given reaction. (1) The product is: [CH2:10]([O:17][C:18]([NH:1][C@@H:2]([C:6]([SH:9])([CH3:8])[CH3:7])[C:3]([OH:5])=[O:4])=[O:19])[C:11]1[CH:16]=[CH:15][CH:14]=[CH:13][CH:12]=1. Given the reactants [NH2:1][C@@H:2]([C:6]([SH:9])([CH3:8])[CH3:7])[C:3]([OH:5])=[O:4].[CH2:10]([O:17][C:18](ON1C(=O)CCC1=O)=[O:19])[C:11]1[CH:16]=[CH:15][CH:14]=[CH:13][CH:12]=1.CCN(C(C)C)C(C)C, predict the reaction product. (2) Given the reactants [Cl:1][C:2]1[C:7]([Cl:8])=[CH:6][CH:5]=[CH:4][C:3]=1[S:9]([N:12]([C:21]1[C:26]([O:27][CH3:28])=[N:25][C:24]([S:29][CH2:30][CH:31](O)[C:32]2[O:33][CH:34]=[CH:35][N:36]=2)=[CH:23][N:22]=1)[CH2:13][O:14][CH2:15][CH2:16][Si:17]([CH3:20])([CH3:19])[CH3:18])(=[O:11])=[O:10].CS([Cl:42])(=O)=O.C(N(CC)CC)C, predict the reaction product. The product is: [Cl:1][C:2]1[C:7]([Cl:8])=[CH:6][CH:5]=[CH:4][C:3]=1[S:9]([N:12]([C:21]1[C:26]([O:27][CH3:28])=[N:25][C:24]([S:29][CH2:30][CH:31]([Cl:42])[C:32]2[O:33][CH:34]=[CH:35][N:36]=2)=[CH:23][N:22]=1)[CH2:13][O:14][CH2:15][CH2:16][Si:17]([CH3:18])([CH3:19])[CH3:20])(=[O:10])=[O:11]. (3) The product is: [NH2:17][CH:16]=[C:13]1[C:12]([C:20]2[CH:25]=[CH:24][CH:23]=[CH:22][CH:21]=2)=[N:11][N:10]([C:8]2[S:9][C:5]3[CH:4]=[C:3]([O:2][CH3:1])[CH:27]=[CH:26][C:6]=3[N:7]=2)[C:14]1=[O:15]. Given the reactants [CH3:1][O:2][C:3]1[CH:27]=[CH:26][C:6]2[N:7]=[C:8]([N:10]3[C:14](=[O:15])[C:13](=[CH:16][N:17](C)C)[C:12]([C:20]4[CH:25]=[CH:24][CH:23]=[CH:22][CH:21]=4)=[N:11]3)[S:9][C:5]=2[CH:4]=1, predict the reaction product. (4) Given the reactants C[O:2][C:3]([CH2:5][CH2:6][C:7]1([C:12]2[CH:17]=[CH:16][CH:15]=[CH:14][CH:13]=2)[O:11][CH2:10][CH2:9][O:8]1)=O.[H-].[Al+3].[Li+].[H-].[H-].[H-].O.C(OCC)(=O)C.CCCCCC, predict the reaction product. The product is: [OH:2][CH2:3][CH2:5][CH2:6][C:7]1([C:12]2[CH:17]=[CH:16][CH:15]=[CH:14][CH:13]=2)[O:8][CH2:9][CH2:10][O:11]1.